This data is from Reaction yield outcomes from USPTO patents with 853,638 reactions. The task is: Predict the reaction yield, written as a fraction of the theoretical maximum amount of product (1.0 means a 100% yield; for example, 0.34 means a 34% yield). The reactants are [C:1]1([CH3:12])[CH:6]=[C:5]([CH3:7])[CH:4]=[C:3]([CH3:8])[C:2]=1[CH2:9][CH:10]=[O:11].C[Mg+].[Br-].[CH3:16]COCC. The catalyst is C1COCC1. The product is [C:3]1([CH3:8])[CH:4]=[C:5]([CH3:7])[CH:6]=[C:1]([CH3:12])[C:2]=1[CH2:9][CH:10]([OH:11])[CH3:16]. The yield is 0.610.